Dataset: Reaction yield outcomes from USPTO patents with 853,638 reactions. Task: Predict the reaction yield, written as a fraction of the theoretical maximum amount of product (1.0 means a 100% yield; for example, 0.34 means a 34% yield). The catalyst is S(Cl)(Cl)=O. The yield is 0.990. The reactants are [Br:1][C:2]1[CH:3]=[C:4]([CH2:13][C@@H:14]([CH2:19][C:20]([O:22][CH3:23])=[O:21])[C:15]([O:17][CH3:18])=[O:16])[C:5]([CH2:11]O)=[C:6]2[C:10]=1[NH:9][N:8]=[CH:7]2.[Cl:24]CCl. The product is [Br:1][C:2]1[CH:3]=[C:4]([CH2:13][C@@H:14]([CH2:19][C:20]([O:22][CH3:23])=[O:21])[C:15]([O:17][CH3:18])=[O:16])[C:5]([CH2:11][Cl:24])=[C:6]2[C:10]=1[NH:9][N:8]=[CH:7]2.